This data is from Reaction yield outcomes from USPTO patents with 853,638 reactions. The task is: Predict the reaction yield, written as a fraction of the theoretical maximum amount of product (1.0 means a 100% yield; for example, 0.34 means a 34% yield). (1) The yield is 1.00. The product is [CH2:18]([N:9]1[C:8]([C:4]2[CH:5]=[CH:6][CH:7]=[C:2]([Br:1])[CH:3]=2)([CH3:15])[CH2:12][O:11][S:10]1(=[O:14])=[O:13])[CH:17]=[CH2:16]. The reactants are [Br:1][C:2]1[CH:3]=[C:4]([C:8]2([CH3:15])[CH2:12][O:11][S:10](=[O:14])(=[O:13])[NH:9]2)[CH:5]=[CH:6][CH:7]=1.[CH2:16](I)[CH:17]=[CH2:18].[OH-].[Na+]. The catalyst is C(Cl)Cl. (2) The catalyst is CN(C)C=O. The reactants are [Cl:1][C:2]1[CH:7]=[CH:6][C:5]([OH:8])=[CH:4][C:3]=1[I:9].F[C:11]1[CH:18]=[CH:17][C:14]([C:15]#[N:16])=[CH:13][CH:12]=1.C(=O)([O-])[O-].[Cs+].[Cs+]. The product is [Cl:1][C:2]1[CH:7]=[CH:6][C:5]([O:8][C:11]2[CH:18]=[CH:17][C:14]([C:15]#[N:16])=[CH:13][CH:12]=2)=[CH:4][C:3]=1[I:9]. The yield is 0.440. (3) The reactants are [Cl:1][C:2]1[CH:22]=[CH:21][C:5]([C:6]([CH:8]2[CH2:13][CH2:12][N:11]([C:14]([O:16][C:17]([CH3:20])([CH3:19])[CH3:18])=[O:15])[CH2:10][CH2:9]2)=[O:7])=[CH:4][CH:3]=1.[BH4-].[Na+]. The catalyst is C(O)C. The product is [Cl:1][C:2]1[CH:3]=[CH:4][C:5]([CH:6]([OH:7])[CH:8]2[CH2:9][CH2:10][N:11]([C:14]([O:16][C:17]([CH3:19])([CH3:18])[CH3:20])=[O:15])[CH2:12][CH2:13]2)=[CH:21][CH:22]=1. The yield is 0.940. (4) The reactants are [Br:1][C:2]1[C:3]([F:21])=[C:4]2[CH:10]=[CH:9][N:8]([Si](C(C)C)(C(C)C)C(C)C)[C:5]2=[N:6][CH:7]=1.CCCC[N+](CCCC)(CCCC)CCCC.[F-]. The catalyst is C1COCC1. The product is [Br:1][C:2]1[C:3]([F:21])=[C:4]2[CH:10]=[CH:9][NH:8][C:5]2=[N:6][CH:7]=1. The yield is 0.932. (5) The reactants are [Cl:1][C:2]1[CH:3]=[C:4]2[C:8](=[CH:9][CH:10]=1)[C:7](=O)[CH2:6][CH2:5]2.Cl.[NH2:13][OH:14].C([O-])(=O)C.[Na+]. The yield is 0.790. The catalyst is C1COCC1.O. The product is [Cl:1][C:2]1[CH:3]=[C:4]2[C:8](=[CH:9][CH:10]=1)[C:7](=[N:13][OH:14])[CH2:6][CH2:5]2. (6) The reactants are [O:1]=[C:2]1[C:10]2[C:5](=[C:6]([C:11]3[CH:16]=[CH:15][C:14]([NH:17][C:18]([NH2:20])=[S:19])=[CH:13][CH:12]=3)[CH:7]=[CH:8][CH:9]=2)[CH2:4][NH:3]1.Br[CH2:22][C:23]([C:25]1[CH:30]=[CH:29][C:28]([O:31][CH3:32])=[CH:27][CH:26]=1)=O. The catalyst is C(O)C. The product is [CH3:32][O:31][C:28]1[CH:29]=[CH:30][C:25]([C:23]2[N:20]=[C:18]([NH:17][C:14]3[CH:13]=[CH:12][C:11]([C:6]4[CH:7]=[CH:8][CH:9]=[C:10]5[C:5]=4[CH2:4][NH:3][C:2]5=[O:1])=[CH:16][CH:15]=3)[S:19][CH:22]=2)=[CH:26][CH:27]=1. The yield is 0.900.